From a dataset of Catalyst prediction with 721,799 reactions and 888 catalyst types from USPTO. Predict which catalyst facilitates the given reaction. (1) Reactant: O1CCCC1.CO.[C:8]([C:12]1[C:13]([O:32]C)=[C:14]([C:19]([CH3:31])=[C:20]([C:22](=[O:30])[C:23]2[CH:28]=[CH:27][C:26]([CH3:29])=[CH:25][CH:24]=2)[CH:21]=1)[C:15]([O:17]C)=[O:16])([CH3:11])([CH3:10])[CH3:9]. Product: [C:8]([C:12]1[C:13]([OH:32])=[C:14]([C:19]([CH3:31])=[C:20]([C:22](=[O:30])[C:23]2[CH:24]=[CH:25][C:26]([CH3:29])=[CH:27][CH:28]=2)[CH:21]=1)[C:15]([OH:17])=[O:16])([CH3:11])([CH3:10])[CH3:9]. The catalyst class is: 9. (2) Reactant: N.[Cl:2]CC[N:5](CCCl)C1C=C(Cl)C2OC3C(C)=CC(C(O)=O)=CC=3S(=O)(=O)CC=2C=1.[CH3:31][O:32][C:33]([C:35]1[CH:36]=[C:37]([CH3:60])[C:38]2[O:44][C:43]3[C:45]([Cl:56])=[CH:46][C:47]([N:49]([CH2:53][CH2:54]Cl)[CH2:50][CH2:51]Cl)=[CH:48][C:42]=3[CH2:41][S:40](=[O:58])(=[O:57])[C:39]=2[CH:59]=1)=[O:34].C(=O)([O-])[O-].[Na+].[Na+]. Product: [ClH:2].[CH3:31][O:32][C:33]([C:35]1[CH:36]=[C:37]([CH3:60])[C:38]2[O:44][C:43]3[C:45]([Cl:56])=[CH:46][C:47]([N:49]4[CH2:50][CH2:51][NH:5][CH2:54][CH2:53]4)=[CH:48][C:42]=3[CH2:41][S:40](=[O:57])(=[O:58])[C:39]=2[CH:59]=1)=[O:34]. The catalyst class is: 254.